This data is from Reaction yield outcomes from USPTO patents with 853,638 reactions. The task is: Predict the reaction yield, written as a fraction of the theoretical maximum amount of product (1.0 means a 100% yield; for example, 0.34 means a 34% yield). (1) The reactants are [CH3:1][O:2][C:3]([C@H:5]1[CH2:10][CH2:9][C@H:8]([C:11]([CH:13]2[CH2:18][CH2:17][CH2:16][CH2:15][C:14]2=[N:19]N(C)C)=[O:12])[CH2:7][CH2:6]1)=[O:4].C([O-])(=O)C.[Na+].Cl.NO. The catalyst is CO. The product is [CH3:1][O:2][C:3]([C@H:5]1[CH2:10][CH2:9][C@H:8]([C:11]2[O:12][N:19]=[C:14]3[CH2:15][CH2:16][CH2:17][CH2:18][C:13]=23)[CH2:7][CH2:6]1)=[O:4]. The yield is 0.720. (2) The reactants are [CH2:1]([O:3][CH2:4][C:5]1[N:6]([CH2:18][C:19]2([OH:23])[CH2:22][CH2:21][CH2:20]2)[C:7]2[C:16]3[CH:15]=[CH:14][CH:13]=[CH:12][C:11]=3[N:10]=[CH:9][C:8]=2[N:17]=1)[CH3:2].C1C=C(Cl)C=C(C(OO)=O)C=1.[OH-].[NH4+:36].S(Cl)(C1C=CC(C)=CC=1)(=O)=O. The catalyst is ClCCl. The product is [NH2:36][C:9]1[C:8]2[N:17]=[C:5]([CH2:4][O:3][CH2:1][CH3:2])[N:6]([CH2:18][C:19]3([OH:23])[CH2:22][CH2:21][CH2:20]3)[C:7]=2[C:16]2[CH:15]=[CH:14][CH:13]=[CH:12][C:11]=2[N:10]=1. The yield is 0.430. (3) The reactants are C[CH2:2][CH:3]([C:8]([O:10][CH2:11][CH3:12])=[O:9])[C:4]([O:6][CH3:7])=[O:5].[H-].[Na+].F[C:16]1[CH:21]=[CH:20][C:19]([N+:22]([O-:24])=[O:23])=[CH:18][CH:17]=1.[CH3:25]S(C)=O. No catalyst specified. The product is [CH3:2][C:3]([C:16]1[CH:21]=[CH:20][C:19]([N+:22]([O-:24])=[O:23])=[CH:18][CH:17]=1)([C:4]([O:6][CH2:7][CH3:25])=[O:5])[C:8]([O:10][CH2:11][CH3:12])=[O:9]. The yield is 0.788. (4) The reactants are [Br:1][C:2]1[CH:6]=[N:5][N:4]([CH3:7])[C:3]=1[C:8]1[CH:9]=[C:10]([NH2:16])[CH:11]=[CH:12][C:13]=1[O:14][CH3:15].[F:17][C:18]1[CH:23]=[CH:22][CH:21]=[CH:20][C:19]=1[N:24]=[C:25]=[O:26]. The catalyst is C(Cl)Cl. The product is [Br:1][C:2]1[CH:6]=[N:5][N:4]([CH3:7])[C:3]=1[C:8]1[CH:9]=[C:10]([NH:16][C:25]([NH:24][C:19]2[CH:20]=[CH:21][CH:22]=[CH:23][C:18]=2[F:17])=[O:26])[CH:11]=[CH:12][C:13]=1[O:14][CH3:15]. The yield is 0.910.